Dataset: Blood-brain barrier penetration binary classification data from Martins et al.. Task: Regression/Classification. Given a drug SMILES string, predict its absorption, distribution, metabolism, or excretion properties. Task type varies by dataset: regression for continuous measurements (e.g., permeability, clearance, half-life) or binary classification for categorical outcomes (e.g., BBB penetration, CYP inhibition). Dataset: bbb_martins. (1) The drug is Cc1nc2n(c(=O)c1CCN1CCC(c3noc4cc(F)ccc34)CC1)CCC[C@H]2O. The result is 1 (penetrates BBB). (2) The molecule is OC(c1ccccc1)(c1ccccc1)C1CC1c1ccncc1. The result is 1 (penetrates BBB). (3) The drug is O=C(O)C1=C/C(=N\Nc2ccc(S(=O)(=O)Nc3ccccn3)cc2)C=CC1=O. The result is 0 (does not penetrate BBB).